From a dataset of Retrosynthesis with 50K atom-mapped reactions and 10 reaction types from USPTO. Predict the reactants needed to synthesize the given product. (1) Given the product CCC1Cc2cc(S(C)(=O)=O)cc(-c3cn(C)c(=O)c4ccccc34)c2O1, predict the reactants needed to synthesize it. The reactants are: CCc1cc2cc(S(C)(=O)=O)cc(-c3cn(C)c(=O)c4ccccc34)c2o1. (2) Given the product CC(C)CCCCCCCOc1ccc(O)c(C(=O)Cc2ccccc2)c1, predict the reactants needed to synthesize it. The reactants are: CC(C)CCCCCCCBr.O=C(Cc1ccccc1)c1cc(O)ccc1O. (3) Given the product COc1ccc(S(=O)(=O)n2cc(CN(C)C(=O)OC(C)(C)C)cc2-c2cccnc2C#N)cn1, predict the reactants needed to synthesize it. The reactants are: CN(Cc1c[nH]c(-c2cccnc2C#N)c1)C(=O)OC(C)(C)C.COc1ccc(S(=O)(=O)Cl)cn1. (4) Given the product Cc1cccc2c1cc(-c1ccc(Cl)c(S(=O)(=O)NC3CCCCC3)c1)n2C(=O)OC(C)(C)C, predict the reactants needed to synthesize it. The reactants are: Cc1cccc2c1cc(B(O)O)n2C(=O)OC(C)(C)C.O=S(=O)(NC1CCCCC1)c1cc(Br)ccc1Cl. (5) Given the product COC(=O)[C@H](C(C)C)N1Cc2ccc(-c3ccc(NC(=O)c4nnc(-c5ccccc5)[nH]4)cc3)cc2C1=O, predict the reactants needed to synthesize it. The reactants are: CCOC(=O)c1nnc(-c2ccccc2)[nH]1.COC(=O)[C@H](C(C)C)N1Cc2ccc(-c3ccc(N)cc3)cc2C1=O. (6) Given the product CC(C)(C)C#Cc1ccc(C(=O)NS(=O)(=O)c2ccccc2S(N)(=O)=O)cc1OCC1CC1, predict the reactants needed to synthesize it. The reactants are: CC(C)OB(C#CC(C)(C)C)OC(C)C.NS(=O)(=O)c1ccccc1S(=O)(=O)NC(=O)c1ccc(Br)c(OCC2CC2)c1.